Dataset: Catalyst prediction with 721,799 reactions and 888 catalyst types from USPTO. Task: Predict which catalyst facilitates the given reaction. (1) Reactant: [Cl:1][CH2:2][C:3]1[N:4]=[C:5]([C:8]([O:10]CC)=[O:9])[S:6][CH:7]=1.[OH-].[Na+].Cl. Product: [Cl:1][CH2:2][C:3]1[N:4]=[C:5]([C:8]([OH:10])=[O:9])[S:6][CH:7]=1. The catalyst class is: 8. (2) Reactant: [CH:1]1([C:7]2[N:12]=[C:11]3[CH2:13][CH2:14][CH2:15][CH2:16][CH2:17][C:10]3=[C:9]([C:18]3[CH:19]=[N:20][C:21]([O:24]C)=[CH:22][CH:23]=3)[C:8]=2[C:26]#[N:27])[CH2:6][CH2:5][CH2:4][CH2:3][CH2:2]1.Cl.O1CCOCC1. Product: [CH:1]1([C:7]2[N:12]=[C:11]3[CH2:13][CH2:14][CH2:15][CH2:16][CH2:17][C:10]3=[C:9]([C:18]3[CH:23]=[CH:22][C:21](=[O:24])[NH:20][CH:19]=3)[C:8]=2[C:26]#[N:27])[CH2:2][CH2:3][CH2:4][CH2:5][CH2:6]1. The catalyst class is: 6. (3) Reactant: [CH3:1][O:2][C:3]1[CH:8]=[C:7]([N+:9]([O-])=O)[CH:6]=[CH:5][C:4]=1[N:12]1[CH:16]=[C:15]([C:17]#[N:18])[N:14]=[CH:13]1.C(O)(=O)C.[OH-].[Na+]. Product: [C:17]([C:15]1[N:14]=[CH:13][N:12]([C:4]2[CH:5]=[CH:6][C:7]([NH2:9])=[CH:8][C:3]=2[O:2][CH3:1])[CH:16]=1)#[N:18]. The catalyst class is: 314. (4) Reactant: [CH3:1][N:2]1[CH:6]=[C:5]([C:7]2[CH:12]=[CH:11][CH:10]=[CH:9][CH:8]=2)[N:4]=[C:3]1[CH2:13][CH2:14][NH:15]C(=O)OC(C)(C)C.[ClH:23]. Product: [ClH:23].[ClH:23].[CH3:1][N:2]1[CH:6]=[C:5]([C:7]2[CH:12]=[CH:11][CH:10]=[CH:9][CH:8]=2)[N:4]=[C:3]1[CH2:13][CH2:14][NH2:15]. The catalyst class is: 12.